The task is: Predict the reaction yield, written as a fraction of the theoretical maximum amount of product (1.0 means a 100% yield; for example, 0.34 means a 34% yield).. This data is from Reaction yield outcomes from USPTO patents with 853,638 reactions. (1) The product is [CH:1]1[C:9]2[C:8]3[CH:10]=[CH:11][CH:12]=[CH:13][C:7]=3[O:6][C:5]=2[C:4]([C:18]2[CH:23]=[CH:22][C:21]([Si:24]([CH3:27])([CH3:26])[CH3:25])=[CH:20][CH:19]=2)=[CH:3][CH:2]=1. The catalyst is C1(C)C=CC=CC=1.C(O)C.O.C1C=CC([P]([Pd]([P](C2C=CC=CC=2)(C2C=CC=CC=2)C2C=CC=CC=2)([P](C2C=CC=CC=2)(C2C=CC=CC=2)C2C=CC=CC=2)[P](C2C=CC=CC=2)(C2C=CC=CC=2)C2C=CC=CC=2)(C2C=CC=CC=2)C2C=CC=CC=2)=CC=1. The reactants are [CH:1]1[C:9]2[C:8]3[CH:10]=[CH:11][CH:12]=[CH:13][C:7]=3[O:6][C:5]=2[C:4](B(O)O)=[CH:3][CH:2]=1.Br[C:18]1[CH:23]=[CH:22][C:21]([Si:24]([CH3:27])([CH3:26])[CH3:25])=[CH:20][CH:19]=1.C([O-])([O-])=O.[K+].[K+]. The yield is 0.960. (2) The reactants are Br[C:2]1[CH:9]=[CH:8][C:5]([CH:6]=[CH2:7])=[CH:4][CH:3]=1.[Mg].[CH2:11]([O:17][C:18](=[O:28])[C:19](OCC/C=C\CC)=[O:20])[CH2:12]/[CH:13]=[CH:14]\[CH2:15][CH3:16].[NH4+].[Cl-]. The catalyst is C1COCC1. The product is [O:20]=[C:19]([C:2]1[CH:9]=[CH:8][C:5]([CH:6]=[CH2:7])=[CH:4][CH:3]=1)[C:18]([O:17][CH2:11][CH2:12]/[CH:13]=[CH:14]\[CH2:15][CH3:16])=[O:28]. The yield is 0.500. (3) The reactants are N[C@]12CC[C@@H](C(C)=C)[C@@H]1[C@@H]1[C@@](C)(CC2)[C@@]2(C)[C@@H]([C@]3(C)[C@@H](CC2)C(C)(C)C(C2C=CC(C(OC)=O)=CC=2)=CC3)CC1.[F:41][C:42]1([F:90])[CH2:47][CH2:46][N:45]([CH2:48][C:49]([NH:51][C@:52]23[CH2:86][CH2:85][C@@H:84]([C:87]([CH3:89])=[CH2:88])[C@@H:53]2[C@@H:54]2[C@@:67]([CH3:70])([CH2:68][CH2:69]3)[C@@:66]3([CH3:71])[C@@H:57]([C@:58]4([CH3:83])[C@@H:63]([CH2:64][CH2:65]3)[C:62]([CH3:73])([CH3:72])[C:61]([C:74]3[CH:82]=[CH:81][C:77]([C:78]([OH:80])=[O:79])=[CH:76][CH:75]=3)=[CH:60][CH2:59]4)[CH2:56][CH2:55]2)=[O:50])C[CH2:43]1. No catalyst specified. The product is [F:41][C:42]1([F:90])[CH2:47][CH2:46][N:45]([CH2:48][C:49]([NH:51][C@:52]23[CH2:86][CH2:85][C@@H:84]([C:87]([CH3:89])=[CH2:88])[C@@H:53]2[C@@H:54]2[C@@:67]([CH3:70])([CH2:68][CH2:69]3)[C@@:66]3([CH3:71])[C@@H:57]([C@:58]4([CH3:83])[C@@H:63]([CH2:64][CH2:65]3)[C:62]([CH3:73])([CH3:72])[C:61]([C:74]3[CH:82]=[CH:81][C:77]([C:78]([OH:80])=[O:79])=[CH:76][CH:75]=3)=[CH:60][CH2:59]4)[CH2:56][CH2:55]2)=[O:50])[CH2:43]1. The yield is 0.380.